The task is: Predict the reaction yield, written as a fraction of the theoretical maximum amount of product (1.0 means a 100% yield; for example, 0.34 means a 34% yield).. This data is from Reaction yield outcomes from USPTO patents with 853,638 reactions. The reactants are NC(N)=O.[CH2:5]([O:12][CH2:13][CH2:14][NH:15][S:16]([C:19]1[C:24]([Cl:25])=[CH:23][CH:22]=[C:21]([NH2:26])[C:20]=1[OH:27])(=[O:18])=[O:17])[C:6]1[CH:11]=[CH:10][CH:9]=[CH:8][CH:7]=1.[Cl:28][C:29]1[C:34]([Cl:35])=[CH:33][CH:32]=[CH:31][C:30]=1[N:36]=[C:37]=[O:38]. No catalyst specified. The product is [CH2:5]([O:12][CH2:13][CH2:14][NH:15][S:16]([C:19]1[C:20]([OH:27])=[C:21]([NH:26][C:37]([NH:36][C:30]2[CH:31]=[CH:32][CH:33]=[C:34]([Cl:35])[C:29]=2[Cl:28])=[O:38])[CH:22]=[CH:23][C:24]=1[Cl:25])(=[O:18])=[O:17])[C:6]1[CH:7]=[CH:8][CH:9]=[CH:10][CH:11]=1. The yield is 0.750.